Task: Predict the reaction yield, written as a fraction of the theoretical maximum amount of product (1.0 means a 100% yield; for example, 0.34 means a 34% yield).. Dataset: Reaction yield outcomes from USPTO patents with 853,638 reactions (1) The reactants are [F:1][C@@H:2]1[CH2:6][NH:5][C@H:4]([C:7]([NH2:9])=[O:8])[CH2:3]1.[ClH:10]. The catalyst is C(O)(C)C.CCOCC. The product is [ClH:10].[F:1][C@@H:2]1[CH2:6][NH:5][C@H:4]([C:7]([NH2:9])=[O:8])[CH2:3]1. The yield is 0.980. (2) The reactants are [CH2:1]([S:3]([N:6]1[CH2:11][CH2:10][CH:9]([C:12]2[C:20]3[C:15](=[C:16]([C:29]([NH2:31])=[O:30])[CH:17]=[C:18]([C:21]4[CH:26]=[CH:25][CH:24]=[C:23]([CH:27]=O)[CH:22]=4)[CH:19]=3)[NH:14][CH:13]=2)[CH2:8][CH2:7]1)(=[O:5])=[O:4])[CH3:2].[NH2:32][CH2:33][C:34]1[CH:35]=[C:36]([OH:41])[C:37]([OH:40])=[CH:38][CH:39]=1.[BH-](OC(C)=O)(OC(C)=O)OC(C)=O.[Na+]. The catalyst is ClC(Cl)C. The product is [OH:41][C:36]1[CH:35]=[C:34]([CH2:33][NH:32][CH2:27][C:23]2[CH:22]=[C:21]([C:18]3[CH:19]=[C:20]4[C:15](=[C:16]([C:29]([NH2:31])=[O:30])[CH:17]=3)[NH:14][CH:13]=[C:12]4[CH:9]3[CH2:10][CH2:11][N:6]([S:3]([CH2:1][CH3:2])(=[O:5])=[O:4])[CH2:7][CH2:8]3)[CH:26]=[CH:25][CH:24]=2)[CH:39]=[CH:38][C:37]=1[OH:40]. The yield is 0.120. (3) The reactants are Cl[C:2]1[CH:15]=[CH:14][C:13]2[C:12](=[O:16])[C:11]3[C:6](=[CH:7][CH:8]=[CH:9][CH:10]=3)[C:5](=[O:17])[C:4]=2[CH:3]=1.[CH:18]([Si:21]([CH:44]([CH3:46])[CH3:45])([CH:41]([CH3:43])[CH3:42])[C:22]1[CH:31]=[CH:30][C:29]2[C:24](=[CH:25][C:26](B3OC(C)(C)C(C)(C)O3)=[CH:27][CH:28]=2)[CH:23]=1)([CH3:20])[CH3:19].C1(P(C2CCCCC2)C2CCCCC2)CCCCC1.[O-]P([O-])([O-])=O.[K+].[K+].[K+]. No catalyst specified. The product is [CH:44]([Si:21]([CH:18]([CH3:20])[CH3:19])([CH:41]([CH3:43])[CH3:42])[C:22]1[CH:23]=[C:24]2[C:29]([CH:28]=[CH:27][C:26]([C:2]3[CH:15]=[CH:14][C:13]4[C:12](=[O:16])[C:11]5[C:6](=[CH:7][CH:8]=[CH:9][CH:10]=5)[C:5](=[O:17])[C:4]=4[CH:3]=3)=[CH:25]2)=[CH:30][CH:31]=1)([CH3:46])[CH3:45]. The yield is 0.710. (4) The reactants are BrC1C=CC([C@](CC=O)(C(O)CCCCCCCCCC(C)C)C([O-])=O)=CC=1.[OH:29][C@H:30]([CH2:36][CH2:37][CH2:38][CH2:39][CH2:40][CH2:41][CH2:42][CH2:43][CH2:44][CH2:45][CH2:46][CH:47]([CH3:49])[CH3:48])[CH2:31][C:32]([O:34][CH3:35])=[O:33].O[Li].O.C1CCC(NC2CCCCC2)CC1.BrC[C:68]([C:70]1[CH:75]=[CH:74][C:73]([Br:76])=[CH:72][CH:71]=1)=[O:69]. No catalyst specified. The product is [OH:29][C@H:30]([CH2:36][CH2:37][CH2:38][CH2:39][CH2:40][CH2:41][CH2:42][CH2:43][CH2:44][CH2:45][CH2:46][CH:47]([CH3:49])[CH3:48])[CH2:31][C:32]([O:34][CH2:35][C:68]([C:70]1[CH:75]=[CH:74][C:73]([Br:76])=[CH:72][CH:71]=1)=[O:69])=[O:33]. The yield is 0.900. (5) The reactants are [Br:1][C:2]1[C:7]([F:8])=[CH:6][C:5]([N:9]=[C:10]=[S:11])=[CH:4][C:3]=1[Cl:12].[N:13]#[C:14][NH2:15].[Na].[CH3:17]I. The yield is 0.740. The catalyst is CO. The product is [Br:1][C:2]1[C:7]([F:8])=[CH:6][C:5]([NH:9][CH:10]([S:11][CH3:17])[NH:13][C:14]#[N:15])=[CH:4][C:3]=1[Cl:12].